From a dataset of Catalyst prediction with 721,799 reactions and 888 catalyst types from USPTO. Predict which catalyst facilitates the given reaction. (1) Reactant: [S:1](Cl)([C:4]1[CH:10]=[CH:9][C:7]([CH3:8])=[CH:6][CH:5]=1)(=[O:3])=[O:2].Cl.[CH3:13][O:14][C:15](=[O:19])[C@@H:16]([CH3:18])[NH2:17]. Product: [CH3:8][C:7]1[CH:9]=[CH:10][C:4]([S:1]([NH:17][C@@H:16]([C:15]([O:14][CH3:13])=[O:19])[CH3:18])(=[O:3])=[O:2])=[CH:5][CH:6]=1. The catalyst class is: 2. (2) Reactant: C([O-])([O-])=O.[K+].[K+].[CH3:7][C:8]1[CH:13]=[CH:12][C:11](S(N=[N+]=[N-])(=O)=O)=[CH:10][CH:9]=1.O=[C:21]([CH3:29])[CH2:22]P(=O)(OC)OC. Product: [CH2:7]([CH:8]1[CH2:13][CH2:12][CH2:11][CH2:10][CH2:9]1)[CH2:29][C:21]#[CH:22]. The catalyst class is: 881. (3) Reactant: [C:1]([OH:8])(=[O:7])/[CH:2]=[CH:3]\[C:4]([OH:6])=[O:5]. Product: [OH2:5].[C:1]([OH:8])(=[O:7])/[CH:2]=[CH:3]\[C:4]([OH:6])=[O:5]. The catalyst class is: 8. (4) Reactant: Cl[C:2]1[CH:3]=[C:4]([C:14]([NH:16][CH2:17][C:18]2[C:19](=[O:26])[NH:20][C:21]([CH3:25])=[CH:22][C:23]=2[CH3:24])=[O:15])[C:5]2[CH:10]=[N:9][N:8]([CH:11]([CH3:13])[CH3:12])[C:6]=2[N:7]=1.C(=O)([O-])[O-].[Cs+].[Cs+].[NH2:33][C:34]1[CH:39]=[CH:38][CH:37]=[CH:36][CH:35]=1.C1C=CC(P(C2C(C3C(P(C4C=CC=CC=4)C4C=CC=CC=4)=CC=C4C=3C=CC=C4)=C3C(C=CC=C3)=CC=2)C2C=CC=CC=2)=CC=1. Product: [CH3:24][C:23]1[CH:22]=[C:21]([CH3:25])[NH:20][C:19](=[O:26])[C:18]=1[CH2:17][NH:16][C:14]([C:4]1[C:5]2[CH:10]=[N:9][N:8]([CH:11]([CH3:13])[CH3:12])[C:6]=2[N:7]=[C:2]([NH:33][C:34]2[CH:39]=[CH:38][CH:37]=[CH:36][CH:35]=2)[CH:3]=1)=[O:15]. The catalyst class is: 584. (5) Reactant: [NH:1]1[CH2:4][CH:3]([C:5]2[CH:6]=[CH:7][C:8]3[O:17][CH2:16][CH2:15][C:14]4[S:13][C:12]([C:18]5[N:19]([CH:23]([CH3:25])[CH3:24])[N:20]=[CH:21][N:22]=5)=[N:11][C:10]=4[C:9]=3[CH:26]=2)[CH2:2]1.[F:27][C:28]1[CH:35]=[C:34]([F:36])[CH:33]=[CH:32][C:29]=1[CH:30]=O.C(O[BH-](OC(=O)C)OC(=O)C)(=O)C.[Na+].C(=O)(O)[O-].[Na+]. Product: [F:27][C:28]1[CH:35]=[C:34]([F:36])[CH:33]=[CH:32][C:29]=1[CH2:30][N:1]1[CH2:4][CH:3]([C:5]2[CH:6]=[CH:7][C:8]3[O:17][CH2:16][CH2:15][C:14]4[S:13][C:12]([C:18]5[N:19]([CH:23]([CH3:24])[CH3:25])[N:20]=[CH:21][N:22]=5)=[N:11][C:10]=4[C:9]=3[CH:26]=2)[CH2:2]1. The catalyst class is: 22.